Dataset: TCR-epitope binding with 47,182 pairs between 192 epitopes and 23,139 TCRs. Task: Binary Classification. Given a T-cell receptor sequence (or CDR3 region) and an epitope sequence, predict whether binding occurs between them. (1) The epitope is KAFSPEVIPMF. The TCR CDR3 sequence is CASSQDPTSGGAPDTQYF. Result: 0 (the TCR does not bind to the epitope). (2) The epitope is PROT_97E67BCC. The TCR CDR3 sequence is CAISELASGTDTQYF. Result: 1 (the TCR binds to the epitope). (3) The epitope is HTTDPSFLGRY. The TCR CDR3 sequence is CASSLDRDSNYGYTF. Result: 1 (the TCR binds to the epitope). (4) The epitope is ILHCANFNV. The TCR CDR3 sequence is CASSLGVVPSYNEQFF. Result: 1 (the TCR binds to the epitope). (5) The epitope is LLWNGPMAV. The TCR CDR3 sequence is CASSLAAYNEQFF. Result: 1 (the TCR binds to the epitope). (6) The epitope is LLQTGIHVRVSQPSL. The TCR CDR3 sequence is CASSPRTAQETQYF. Result: 1 (the TCR binds to the epitope). (7) The epitope is FLRGRAYGL. The TCR CDR3 sequence is CASRTRGRAYNEQFF. Result: 0 (the TCR does not bind to the epitope). (8) The TCR CDR3 sequence is CASRAVSTDTQYF. The epitope is RLDKVEAEV. Result: 0 (the TCR does not bind to the epitope). (9) The epitope is RLQSLQTYV. The TCR CDR3 sequence is CASSKGGATEAFF. Result: 0 (the TCR does not bind to the epitope).